From a dataset of NCI-60 drug combinations with 297,098 pairs across 59 cell lines. Regression. Given two drug SMILES strings and cell line genomic features, predict the synergy score measuring deviation from expected non-interaction effect. (1) Drug 1: C1=NC2=C(N1)C(=S)N=CN2. Drug 2: C1=NNC2=C1C(=O)NC=N2. Cell line: UACC-257. Synergy scores: CSS=11.1, Synergy_ZIP=-5.66, Synergy_Bliss=0.562, Synergy_Loewe=-5.61, Synergy_HSA=-1.01. (2) Drug 1: C1CCC(C1)C(CC#N)N2C=C(C=N2)C3=C4C=CNC4=NC=N3. Drug 2: CC12CCC3C(C1CCC2OP(=O)(O)O)CCC4=C3C=CC(=C4)OC(=O)N(CCCl)CCCl.[Na+]. Cell line: OVCAR-5. Synergy scores: CSS=-0.0340, Synergy_ZIP=-3.67, Synergy_Bliss=-10.5, Synergy_Loewe=-15.2, Synergy_HSA=-14.2.